This data is from Catalyst prediction with 721,799 reactions and 888 catalyst types from USPTO. The task is: Predict which catalyst facilitates the given reaction. (1) Product: [NH:20]1[CH2:19][CH2:18][CH:17]([CH2:16][NH:15][C:13]([C:12]2[CH:30]=[CH:31][C:9]([NH:8][C:7]3[O:6][C:5]([C:32]4[C:37]([F:38])=[CH:36][CH:35]=[CH:34][C:33]=4[F:39])=[N:4][C:3]=3[C:1]([NH2:2])=[O:41])=[CH:10][CH:11]=2)=[O:14])[CH2:22][CH2:21]1. Reactant: [C:1]([C:3]1[N:4]=[C:5]([C:32]2[C:37]([F:38])=[CH:36][CH:35]=[CH:34][C:33]=2[F:39])[O:6][C:7]=1[NH:8][C:9]1[CH:31]=[CH:30][C:12]([C:13]([NH:15][CH2:16][CH:17]2[CH2:22][CH2:21][N:20](C(OC(C)(C)C)=O)[CH2:19][CH2:18]2)=[O:14])=[CH:11][CH:10]=1)#[N:2].C(=O)(O)[O-:41].[Na+].[OH-].[Na+]. The catalyst class is: 65. (2) Reactant: [NH2:1][C:2]1[CH:9]=[CH:8][C:5]([C:6]#[N:7])=[CH:4][CH:3]=1.Cl[CH2:11][C:12]([OH:14])=[O:13]. Product: [C:6]([C:5]1[CH:8]=[CH:9][C:2]([NH:1][CH2:11][C:12]([OH:14])=[O:13])=[CH:3][CH:4]=1)#[N:7]. The catalyst class is: 6. (3) Reactant: [CH:1]([N:4]1[CH2:9][CH2:8][N:7]([C:10]([C:12]2[N:13]=[C:14]([CH2:17]OS(C)(=O)=O)[S:15][CH:16]=2)=[O:11])[CH2:6][CH2:5]1)([CH3:3])[CH3:2].OCC1S[CH:27]=[C:28]([C:30]([N:32]2[CH2:37][CH2:36]N(C(C)C)CC2)=O)N=1.CS(Cl)(=O)=O. The catalyst class is: 2. Product: [CH:1]([N:4]1[CH2:9][CH2:8][N:7]([C:10]([C:12]2[N:13]=[C:14]([CH2:17][N:32]3[CH2:30][CH2:28][CH2:27][CH2:36][CH2:37]3)[S:15][CH:16]=2)=[O:11])[CH2:6][CH2:5]1)([CH3:3])[CH3:2].